Dataset: Catalyst prediction with 721,799 reactions and 888 catalyst types from USPTO. Task: Predict which catalyst facilitates the given reaction. Reactant: [CH3:1][O:2][C:3]1[CH:48]=[CH:47][C:6]([CH2:7][N:8]([CH2:38][C:39]2[CH:44]=[CH:43][C:42]([O:45][CH3:46])=[CH:41][CH:40]=2)[C:9]2[N:14]=[CH:13][C:12]([C:15]3[C:16]4[CH2:29][CH2:28][N:27]([C:30]5[CH:37]=[CH:36][C:33]([CH:34]=O)=[CH:32][CH:31]=5)[C:17]=4[N:18]=[C:19]([N:21]4[CH2:26][CH2:25][O:24][CH2:23][CH2:22]4)[N:20]=3)=[CH:11][N:10]=2)=[CH:5][CH:4]=1.[NH:49]1[CH2:54][CH2:53][S:52](=[O:56])(=[O:55])[CH2:51][CH2:50]1.C(O[BH-](OC(=O)C)OC(=O)C)(=O)C.[Na+].C(O)(=O)C. Product: [O:55]=[S:52]1(=[O:56])[CH2:53][CH2:54][N:49]([CH2:34][C:33]2[CH:32]=[CH:31][C:30]([N:27]3[C:17]4[N:18]=[C:19]([N:21]5[CH2:22][CH2:23][O:24][CH2:25][CH2:26]5)[N:20]=[C:15]([C:12]5[CH:11]=[N:10][C:9]([N:8]([CH2:38][C:39]6[CH:40]=[CH:41][C:42]([O:45][CH3:46])=[CH:43][CH:44]=6)[CH2:7][C:6]6[CH:47]=[CH:48][C:3]([O:2][CH3:1])=[CH:4][CH:5]=6)=[N:14][CH:13]=5)[C:16]=4[CH2:29][CH2:28]3)=[CH:37][CH:36]=2)[CH2:50][CH2:51]1. The catalyst class is: 4.